From a dataset of Catalyst prediction with 721,799 reactions and 888 catalyst types from USPTO. Predict which catalyst facilitates the given reaction. (1) Reactant: [F:1][C:2]1[CH:7]=[CH:6][C:5]([F:8])=[CH:4][C:3]=1[CH2:9][C:10]#[N:11].Br[CH2:13][CH2:14][O:15][CH2:16][CH2:17]Br.[H-].[Na+]. Product: [F:1][C:2]1[CH:7]=[CH:6][C:5]([F:8])=[CH:4][C:3]=1[C:9]1([C:10]#[N:11])[CH2:17][CH2:16][O:15][CH2:14][CH2:13]1. The catalyst class is: 3. (2) Reactant: C([N:8]1[CH2:13][CH2:12][N:11]([C:14](=[O:16])[CH3:15])[CH:10]([C:17]2[CH:22]=[CH:21][CH:20]=[CH:19][CH:18]=2)[CH2:9]1)(OC(C)(C)C)=O.Cl. Product: [C:14]([N:11]1[CH2:12][CH2:13][NH:8][CH2:9][CH:10]1[C:17]1[CH:22]=[CH:21][CH:20]=[CH:19][CH:18]=1)(=[O:16])[CH3:15]. The catalyst class is: 135. (3) Reactant: [C:1]([C:5]1[O:9][C:8]([C:10]2[C:11]([NH2:29])=[N:12][CH:13]=[C:14]([C:16]3[N:20]([CH2:21][CH3:22])[N:19]=[C:18]([CH:23]4[CH2:28][CH2:27][NH:26][CH2:25][CH2:24]4)[N:17]=3)[N:15]=2)=[N:7][N:6]=1)([CH3:4])([CH3:3])[CH3:2].[CH3:30][C:31]1([CH3:39])[O:35][C@H:34]([C:36]([O-])=[O:37])[CH2:33][O:32]1.[K+].CCN=C=NCCCN(C)C.O.ON1C2C=CC=CC=2N=N1.CCN(C(C)C)C(C)C. Product: [NH2:29][C:11]1[N:12]=[CH:13][C:14]([C:16]2[N:20]([CH2:21][CH3:22])[N:19]=[C:18]([CH:23]3[CH2:28][CH2:27][N:26]([C:36]([C@@H:34]4[CH2:33][O:32][C:31]([CH3:39])([CH3:30])[O:35]4)=[O:37])[CH2:25][CH2:24]3)[N:17]=2)=[N:15][C:10]=1[C:8]1[O:9][C:5]([C:1]([CH3:2])([CH3:3])[CH3:4])=[N:6][N:7]=1. The catalyst class is: 34. (4) Reactant: [NH:1]1[C:9]2[C:4](=[CH:5][CH:6]=[CH:7][CH:8]=2)[CH:3]=[CH:2]1.[C:10](O[C:10]([O:12][C:13]([CH3:16])([CH3:15])[CH3:14])=[O:11])([O:12][C:13]([CH3:16])([CH3:15])[CH3:14])=[O:11].C([N-]C(C)C)(C)C.C[O:33][B:34](OC)[O:35]C. Product: [C:13]([O:12][C:10]([N:1]1[C:9]2[C:4](=[CH:5][CH:6]=[CH:7][CH:8]=2)[CH:3]=[C:2]1[B:34]([OH:35])[OH:33])=[O:11])([CH3:16])([CH3:15])[CH3:14]. The catalyst class is: 2. (5) Reactant: [S:1]1[C:5]([C:6]2[CH:7]=[C:8]([CH2:12][OH:13])[CH:9]=[CH:10][CH:11]=2)=[CH:4][N:3]=[CH:2]1. Product: [S:1]1[C:5]([C:6]2[CH:7]=[C:8]([CH:9]=[CH:10][CH:11]=2)[CH:12]=[O:13])=[CH:4][N:3]=[CH:2]1. The catalyst class is: 177. (6) Reactant: [Cl:1][C:2]1[CH:7]=[CH:6][C:5]([C:8]2OC(=O)[S:10][N:9]=2)=[CH:4][CH:3]=1.[C:14]([C:16]([O:18][CH2:19][CH3:20])=[O:17])#[N:15]. Product: [CH2:19]([O:18][C:16]([C:14]1[S:10][N:9]=[C:8]([C:5]2[CH:6]=[CH:7][C:2]([Cl:1])=[CH:3][CH:4]=2)[N:15]=1)=[O:17])[CH3:20]. The catalyst class is: 262. (7) Product: [CH3:16][C:10]1([CH3:17])[C@@H:11]([C:13]([N:24]2[CH2:20][CH2:19][CH2:18][CH2:23][CH2:22]2)=[O:15])[CH2:12][C@H:9]1[NH:8][C:6](=[O:7])[O:5][C:1]([CH3:2])([CH3:3])[CH3:4]. The catalyst class is: 2. Reactant: [C:1]([O:5][C:6]([NH:8][C@@H:9]1[CH2:12][C@H:11]([C:13]([OH:15])=O)[C:10]1([CH3:17])[CH3:16])=[O:7])([CH3:4])([CH3:3])[CH3:2].[CH:18]1[CH:19]=[CH:20]C2N(O)N=[N:24][C:22]=2[CH:23]=1.N1CCCCC1.CCN(CC)CC.